This data is from NCI-60 drug combinations with 297,098 pairs across 59 cell lines. The task is: Regression. Given two drug SMILES strings and cell line genomic features, predict the synergy score measuring deviation from expected non-interaction effect. (1) Drug 1: CS(=O)(=O)OCCCCOS(=O)(=O)C. Drug 2: C1C(C(OC1N2C=NC(=NC2=O)N)CO)O. Cell line: LOX IMVI. Synergy scores: CSS=6.28, Synergy_ZIP=2.30, Synergy_Bliss=11.2, Synergy_Loewe=2.72, Synergy_HSA=4.16. (2) Drug 1: CC1=C(C=C(C=C1)C(=O)NC2=CC(=CC(=C2)C(F)(F)F)N3C=C(N=C3)C)NC4=NC=CC(=N4)C5=CN=CC=C5. Drug 2: CCN(CC)CCNC(=O)C1=C(NC(=C1C)C=C2C3=C(C=CC(=C3)F)NC2=O)C. Cell line: RPMI-8226. Synergy scores: CSS=4.80, Synergy_ZIP=-1.12, Synergy_Bliss=-2.52, Synergy_Loewe=-4.25, Synergy_HSA=-3.73. (3) Drug 1: CCCCCOC(=O)NC1=NC(=O)N(C=C1F)C2C(C(C(O2)C)O)O. Drug 2: CC1=C(N=C(N=C1N)C(CC(=O)N)NCC(C(=O)N)N)C(=O)NC(C(C2=CN=CN2)OC3C(C(C(C(O3)CO)O)O)OC4C(C(C(C(O4)CO)O)OC(=O)N)O)C(=O)NC(C)C(C(C)C(=O)NC(C(C)O)C(=O)NCCC5=NC(=CS5)C6=NC(=CS6)C(=O)NCCC[S+](C)C)O. Cell line: HT29. Synergy scores: CSS=-0.683, Synergy_ZIP=-2.06, Synergy_Bliss=-4.80, Synergy_Loewe=-5.31, Synergy_HSA=-3.53. (4) Drug 1: C1=NC(=NC(=O)N1C2C(C(C(O2)CO)O)O)N. Drug 2: C1=NNC2=C1C(=O)NC=N2. Cell line: NCI-H322M. Synergy scores: CSS=32.4, Synergy_ZIP=-11.8, Synergy_Bliss=-0.677, Synergy_Loewe=-19.5, Synergy_HSA=-0.637.